This data is from Full USPTO retrosynthesis dataset with 1.9M reactions from patents (1976-2016). The task is: Predict the reactants needed to synthesize the given product. (1) The reactants are: [CH3:1][S:2][CH2:3][CH2:4][C:5](Cl)=[O:6].[CH3:8][NH:9][C:10]1[S:14][C:13]([C:15]2[CH:16]=[N:17][CH:18]=[CH:19][CH:20]=2)=[N:12][CH:11]=1. Given the product [CH3:8][N:9]([C:10]1[S:14][C:13]([C:15]2[CH:16]=[N:17][CH:18]=[CH:19][CH:20]=2)=[N:12][CH:11]=1)[C:5](=[O:6])[CH2:4][CH2:3][S:2][CH3:1], predict the reactants needed to synthesize it. (2) The reactants are: [F:1][C:2]1([F:44])[CH2:7][CH2:6][C@H:5]([O:8][C:9]2[C:14]([F:15])=[CH:13][C:12]([S:16]([N:19](CC3C=CC(OC)=CC=3OC)[C:20]3[CH:25]=[CH:24][N:23]=[CH:22][N:21]=3)(=[O:18])=[O:17])=[C:11]([F:37])[CH:10]=2)[C@@H:4]([C:38]2[N:42]([CH3:43])[N:41]=[CH:40][CH:39]=2)[CH2:3]1.C([SiH](CC)CC)C.FC(F)(F)C(O)=O. Given the product [F:44][C:2]1([F:1])[CH2:7][CH2:6][C@H:5]([O:8][C:9]2[C:14]([F:15])=[CH:13][C:12]([S:16]([NH:19][C:20]3[CH:25]=[CH:24][N:23]=[CH:22][N:21]=3)(=[O:17])=[O:18])=[C:11]([F:37])[CH:10]=2)[C@@H:4]([C:38]2[N:42]([CH3:43])[N:41]=[CH:40][CH:39]=2)[CH2:3]1, predict the reactants needed to synthesize it. (3) Given the product [ClH:27].[NH2:19][CH:13]([C:4]1[CH:5]=[CH:6][C:7]([O:8][C:9]([F:10])([F:11])[F:12])=[C:2]([F:1])[CH:3]=1)[CH2:14][C:15]([CH3:17])([OH:18])[CH3:16], predict the reactants needed to synthesize it. The reactants are: [F:1][C:2]1[CH:3]=[C:4]([CH:13]([NH:19]C(=O)OC(C)(C)C)[CH2:14][C:15]([OH:18])([CH3:17])[CH3:16])[CH:5]=[CH:6][C:7]=1[O:8][C:9]([F:12])([F:11])[F:10].[ClH:27].C(OCC)(=O)C. (4) Given the product [CH2:2]1[C:3]2([CH2:8][CH2:7][CH2:6][N:5]([C:9]([O:11][C:12]([CH3:13])([CH3:14])[CH3:15])=[O:10])[CH2:4]2)[CH2:16][O:17]1, predict the reactants needed to synthesize it. The reactants are: O[CH2:2][C:3]1([CH2:16][OH:17])[CH2:8][CH2:7][CH2:6][N:5]([C:9]([O:11][C:12]([CH3:15])([CH3:14])[CH3:13])=[O:10])[CH2:4]1.C([Li])CCC.O1CCCC1.C1(C)C(S(Cl)(=O)=O)=CC=CC=1.[Cl-].[NH4+].